Dataset: Peptide-MHC class II binding affinity with 134,281 pairs from IEDB. Task: Regression. Given a peptide amino acid sequence and an MHC pseudo amino acid sequence, predict their binding affinity value. This is MHC class II binding data. The peptide sequence is AEGGKATTEEQKLIE. The MHC is DRB3_0101 with pseudo-sequence DRB3_0101. The binding affinity (normalized) is 0.0129.